This data is from CYP1A2 inhibition data for predicting drug metabolism from PubChem BioAssay. The task is: Regression/Classification. Given a drug SMILES string, predict its absorption, distribution, metabolism, or excretion properties. Task type varies by dataset: regression for continuous measurements (e.g., permeability, clearance, half-life) or binary classification for categorical outcomes (e.g., BBB penetration, CYP inhibition). Dataset: cyp1a2_veith. The molecule is Cc1ccc(-n2c(SCC(=O)NCc3ccco3)nc3sc4c(c3c2=O)CC(C)(C)SC4)cc1. The result is 0 (non-inhibitor).